This data is from NCI-60 drug combinations with 297,098 pairs across 59 cell lines. The task is: Regression. Given two drug SMILES strings and cell line genomic features, predict the synergy score measuring deviation from expected non-interaction effect. (1) Drug 1: CN(C)C1=NC(=NC(=N1)N(C)C)N(C)C. Drug 2: C1=CC=C(C=C1)NC(=O)CCCCCCC(=O)NO. Cell line: SW-620. Synergy scores: CSS=10.9, Synergy_ZIP=-3.20, Synergy_Bliss=-4.68, Synergy_Loewe=-25.6, Synergy_HSA=-7.91. (2) Drug 2: CC12CCC3C(C1CCC2OP(=O)(O)O)CCC4=C3C=CC(=C4)OC(=O)N(CCCl)CCCl.[Na+]. Drug 1: CC1=C(C=C(C=C1)NC(=O)C2=CC=C(C=C2)CN3CCN(CC3)C)NC4=NC=CC(=N4)C5=CN=CC=C5. Cell line: EKVX. Synergy scores: CSS=0.975, Synergy_ZIP=-2.41, Synergy_Bliss=-3.48, Synergy_Loewe=-2.40, Synergy_HSA=-2.29. (3) Drug 1: CN1C2=C(C=C(C=C2)N(CCCl)CCCl)N=C1CCCC(=O)O.Cl. Drug 2: C1=NC2=C(N1)C(=S)N=CN2. Cell line: NCI-H522. Synergy scores: CSS=44.8, Synergy_ZIP=-1.46, Synergy_Bliss=-1.64, Synergy_Loewe=-23.0, Synergy_HSA=-1.13. (4) Drug 1: CCCS(=O)(=O)NC1=C(C(=C(C=C1)F)C(=O)C2=CNC3=C2C=C(C=N3)C4=CC=C(C=C4)Cl)F. Drug 2: CC(C)CN1C=NC2=C1C3=CC=CC=C3N=C2N. Cell line: RPMI-8226. Synergy scores: CSS=-4.45, Synergy_ZIP=3.12, Synergy_Bliss=-0.808, Synergy_Loewe=-8.40, Synergy_HSA=-7.73. (5) Drug 1: C1CN1P(=S)(N2CC2)N3CC3. Drug 2: CN(CCCl)CCCl.Cl. Cell line: KM12. Synergy scores: CSS=20.8, Synergy_ZIP=-11.2, Synergy_Bliss=-5.42, Synergy_Loewe=-4.55, Synergy_HSA=-2.47. (6) Drug 1: C1=C(C(=O)NC(=O)N1)F. Drug 2: CC1C(C(CC(O1)OC2CC(CC3=C2C(=C4C(=C3O)C(=O)C5=C(C4=O)C(=CC=C5)OC)O)(C(=O)CO)O)N)O.Cl. Cell line: IGROV1. Synergy scores: CSS=55.3, Synergy_ZIP=1.65, Synergy_Bliss=0.772, Synergy_Loewe=2.19, Synergy_HSA=5.53. (7) Drug 1: CN(C)C1=NC(=NC(=N1)N(C)C)N(C)C. Drug 2: CS(=O)(=O)OCCCCOS(=O)(=O)C. Cell line: NCI-H522. Synergy scores: CSS=2.41, Synergy_ZIP=-0.671, Synergy_Bliss=1.41, Synergy_Loewe=-5.82, Synergy_HSA=-1.88. (8) Drug 1: C1=C(C(=O)NC(=O)N1)N(CCCl)CCCl. Drug 2: CCC1(CC2CC(C3=C(CCN(C2)C1)C4=CC=CC=C4N3)(C5=C(C=C6C(=C5)C78CCN9C7C(C=CC9)(C(C(C8N6C=O)(C(=O)OC)O)OC(=O)C)CC)OC)C(=O)OC)O.OS(=O)(=O)O. Cell line: 786-0. Synergy scores: CSS=53.8, Synergy_ZIP=11.7, Synergy_Bliss=14.1, Synergy_Loewe=12.3, Synergy_HSA=12.0.